Dataset: Catalyst prediction with 721,799 reactions and 888 catalyst types from USPTO. Task: Predict which catalyst facilitates the given reaction. Reactant: [C:1]([NH:4][C:5]1[CH:6]=[C:7]([C:11]2[CH:23]=[CH:22][C:14]([C:15]([O:17]C(C)(C)C)=[O:16])=[C:13]([NH:24][C:25]3[CH:30]=[CH:29][C:28]([F:31])=[CH:27][CH:26]=3)[CH:12]=2)[CH:8]=[CH:9][CH:10]=1)(=[O:3])[CH3:2]. Product: [C:1]([NH:4][C:5]1[CH:6]=[C:7]([C:11]2[CH:23]=[CH:22][C:14]([C:15]([OH:17])=[O:16])=[C:13]([NH:24][C:25]3[CH:26]=[CH:27][C:28]([F:31])=[CH:29][CH:30]=3)[CH:12]=2)[CH:8]=[CH:9][CH:10]=1)(=[O:3])[CH3:2]. The catalyst class is: 55.